From a dataset of NCI-60 drug combinations with 297,098 pairs across 59 cell lines. Regression. Given two drug SMILES strings and cell line genomic features, predict the synergy score measuring deviation from expected non-interaction effect. Drug 1: C1=C(C(=O)NC(=O)N1)N(CCCl)CCCl. Drug 2: C1CNP(=O)(OC1)N(CCCl)CCCl. Cell line: MDA-MB-231. Synergy scores: CSS=15.3, Synergy_ZIP=0.410, Synergy_Bliss=-1.93, Synergy_Loewe=-13.6, Synergy_HSA=-2.28.